This data is from Full USPTO retrosynthesis dataset with 1.9M reactions from patents (1976-2016). The task is: Predict the reactants needed to synthesize the given product. Given the product [Cl:20][C:12]1[C:14]([Cl:19])=[CH:15][C:16]([Cl:18])=[CH:17][C:11]=1[Br:10], predict the reactants needed to synthesize it. The reactants are: N([O-])=O.[Na+].S(=O)(=O)(O)O.[Br:10][C:11]1[CH:17]=[C:16]([Cl:18])[CH:15]=[C:14]([Cl:19])[C:12]=1N.[ClH:20].